This data is from Reaction yield outcomes from USPTO patents with 853,638 reactions. The task is: Predict the reaction yield, written as a fraction of the theoretical maximum amount of product (1.0 means a 100% yield; for example, 0.34 means a 34% yield). (1) The reactants are [CH:1]1([N:7]([CH:19]2[CH2:24][CH2:23][CH2:22][CH2:21][CH2:20]2)[C:8](=[O:18])[NH:9][C:10]2[S:11][C:12]([C:15]([OH:17])=O)=[CH:13][N:14]=2)[CH2:6][CH2:5][CH2:4][CH2:3][CH2:2]1.[C:25]([O:29][C:30]([N:32]1[CH2:37][CH2:36][NH:35][CH2:34][CH2:33]1)=[O:31])([CH3:28])([CH3:27])[CH3:26].CN(C(ON1N=NC2C=CC=CC1=2)=[N+](C)C)C.F[P-](F)(F)(F)(F)F.CCN(C(C)C)C(C)C. The catalyst is CCOC(C)=O.CN(C=O)C. The product is [C:25]([O:29][C:30]([N:32]1[CH2:37][CH2:36][N:35]([C:15]([C:12]2[S:11][C:10]([NH:9][C:8]([N:7]([CH:1]3[CH2:6][CH2:5][CH2:4][CH2:3][CH2:2]3)[CH:19]3[CH2:20][CH2:21][CH2:22][CH2:23][CH2:24]3)=[O:18])=[N:14][CH:13]=2)=[O:17])[CH2:34][CH2:33]1)=[O:31])([CH3:28])([CH3:26])[CH3:27]. The yield is 0.720. (2) The reactants are [NH2:1][C:2]1[CH:3]=[CH:4][C:5]([O:11][C:12]([CH:14]2[CH2:19][CH2:18][CH2:17][CH2:16][CH2:15]2)=[O:13])=[C:6]([CH:10]=1)[C:7]([OH:9])=[O:8].[F:20][C:21]1[C:28]([F:29])=[C:27]([C:30]([F:33])([F:32])[F:31])[C:26]([F:34])=[C:25]([F:35])[C:22]=1[CH2:23]Br. The catalyst is [I-].C([N+](CCCC)(CCCC)CCCC)CCC.CN(C=O)C. The product is [CH:14]1([C:12]([O:11][C:5]2[CH:4]=[CH:3][C:2]([NH:1][CH2:23][C:22]3[C:25]([F:35])=[C:26]([F:34])[C:27]([C:30]([F:31])([F:33])[F:32])=[C:28]([F:29])[C:21]=3[F:20])=[CH:10][C:6]=2[C:7]([OH:9])=[O:8])=[O:13])[CH2:19][CH2:18][CH2:17][CH2:16][CH2:15]1. The yield is 0.490. (3) The product is [NH2:25][CH2:24][C@@H:23]([C:20]1[CH:19]=[CH:18][C:17]([C:4]2[C:5]3[C:6]4[CH:16]=[CH:15][S:14][C:7]=4[C:8](=[O:13])[NH:9][C:10]=3[CH:11]=[CH:12][C:3]=2[O:2][CH3:1])=[CH:22][CH:21]=1)[CH3:33]. The catalyst is C(O)(C(F)(F)F)=O. The yield is 0.810. The reactants are [CH3:1][O:2][C:3]1[CH:12]=[CH:11][C:10]2[NH:9][C:8](=[O:13])[C:7]3[S:14][CH:15]=[CH:16][C:6]=3[C:5]=2[C:4]=1[C:17]1[CH:22]=[CH:21][C:20]([C@@H:23]([CH3:33])[CH2:24][NH:25]C(=O)OC(C)(C)C)=[CH:19][CH:18]=1. (4) The reactants are [Cl:1][C:2]1[CH:3]=[C:4]([S:9][C:10]2[C:11]([C:23](O)=[O:24])=[N:12][C:13]([S:16][C:17]3[N:21]([CH3:22])[CH:20]=[N:19][N:18]=3)=[CH:14][CH:15]=2)[CH:5]=[CH:6][C:7]=1[Cl:8].[NH2:26][C:27]1[S:28][C:29]([S:32][CH2:33][C:34]([O:36][CH2:37][CH3:38])=[O:35])=[CH:30][N:31]=1. The catalyst is CN(C=O)C.O.C(O)(C(F)(F)F)=O. The product is [Cl:1][C:2]1[CH:3]=[C:4]([S:9][C:10]2[C:11]([C:23]([NH:26][C:27]3[S:28][C:29]([S:32][CH2:33][C:34]([O:36][CH2:37][CH3:38])=[O:35])=[CH:30][N:31]=3)=[O:24])=[N:12][C:13]([S:16][C:17]3[N:21]([CH3:22])[CH:20]=[N:19][N:18]=3)=[CH:14][CH:15]=2)[CH:5]=[CH:6][C:7]=1[Cl:8]. The yield is 0.850. (5) The product is [C:1](=[O:19])([O:2][CH3:3])[O:4][C:5]1[CH:10]=[CH:9][C:8]([NH2:11])=[CH:7][C:6]=1[O:14][C:15]([F:18])([F:17])[F:16]. The reactants are [C:1](=[O:19])([O:4][C:5]1[CH:10]=[CH:9][C:8]([N+:11]([O-])=O)=[CH:7][C:6]=1[O:14][C:15]([F:18])([F:17])[F:16])[O:2][CH3:3]. The catalyst is C(OCC)(=O)C.[Pd]. The yield is 0.720. (6) The reactants are [Si:1]([O:8][CH2:9][CH2:10][CH2:11][CH2:12][C:13]1[CH:18]=[CH:17][C:16]([CH2:19][OH:20])=[CH:15][CH:14]=1)([C:4]([CH3:7])([CH3:6])[CH3:5])([CH3:3])[CH3:2].[C:21]([N:25]1[C:30](=[O:31])[C:29]([Cl:32])=[C:28](Cl)[CH:27]=[N:26]1)([CH3:24])([CH3:23])[CH3:22].C(=O)([O-])[O-].[Cs+].[Cs+]. The catalyst is CN(C)C=O. The product is [C:21]([N:25]1[C:30](=[O:31])[C:29]([Cl:32])=[C:28]([O:20][CH2:19][C:16]2[CH:15]=[CH:14][C:13]([CH2:12][CH2:11][CH2:10][CH2:9][O:8][Si:1]([C:4]([CH3:7])([CH3:6])[CH3:5])([CH3:3])[CH3:2])=[CH:18][CH:17]=2)[CH:27]=[N:26]1)([CH3:24])([CH3:22])[CH3:23]. The yield is 0.890.